Dataset: Full USPTO retrosynthesis dataset with 1.9M reactions from patents (1976-2016). Task: Predict the reactants needed to synthesize the given product. (1) The reactants are: C(OC([NH:11][C:12]1([CH2:18][OH:19])[CH2:17][CH2:16][CH2:15][CH2:14][CH2:13]1)=O)C1C=CC=CC=1. Given the product [NH2:11][C:12]1([CH2:18][OH:19])[CH2:17][CH2:16][CH2:15][CH2:14][CH2:13]1, predict the reactants needed to synthesize it. (2) Given the product [CH:20]1([C:25]2[CH:26]=[CH:27][C:28]([O:31][CH2:15][CH2:14][O:13][C:10]3[CH:9]=[CH:8][C:7]([CH2:6][C@H:5]([O:17][CH3:18])[C:4]([OH:3])=[O:19])=[CH:12][CH:11]=3)=[CH:29][CH:30]=2)[CH2:21][CH2:22][CH2:23][CH2:24]1, predict the reactants needed to synthesize it. The reactants are: C([O:3][C:4](=[O:19])[C@@H:5]([O:17][CH3:18])[CH2:6][C:7]1[CH:12]=[CH:11][C:10]([O:13][CH2:14][CH2:15]Br)=[CH:9][CH:8]=1)C.[CH:20]1([C:25]2[CH:30]=[CH:29][C:28]([O:31]C)=[CH:27][CH:26]=2)[CH2:24][CH2:23][CH2:22][CH2:21]1.CO[C@@H](CC1C=CC(OCCCOC2C=CC=CC=2)=CC=1)C(O)=O. (3) Given the product [NH2:7][C:8]1[N:9]=[C:10]([CH3:27])[C:11]([CH2:15][C:16]2[CH:25]=[CH:24][C:19]([C:20]([O:22][CH3:23])=[O:21])=[CH:18][C:17]=2[F:26])=[C:12]([NH:6][CH2:1][CH2:2][CH2:3][CH2:4][CH3:5])[N:13]=1, predict the reactants needed to synthesize it. The reactants are: [CH2:1]([NH2:6])[CH2:2][CH2:3][CH2:4][CH3:5].[NH2:7][C:8]1[N:13]=[C:12](Cl)[C:11]([CH2:15][C:16]2[CH:25]=[CH:24][C:19]([C:20]([O:22][CH3:23])=[O:21])=[CH:18][C:17]=2[F:26])=[C:10]([CH3:27])[N:9]=1. (4) Given the product [CH3:26][O:25][C:18]1[C:19]([O:23][CH3:24])=[CH:20][CH:21]=[C:22]2[C:17]=1[CH:16]=[C:15]([NH:27][C:28]1[CH:32]=[C:31]([CH3:33])[NH:30][N:29]=1)[N:14]=[C:13]2[O:1][C:2]1[CH:3]=[CH:4][C:5]([NH:8][C:9](=[O:11])[CH3:10])=[CH:6][CH:7]=1, predict the reactants needed to synthesize it. The reactants are: [OH:1][C:2]1[CH:7]=[CH:6][C:5]([NH:8][C:9](=[O:11])[CH3:10])=[CH:4][CH:3]=1.Cl[C:13]1[C:22]2[C:17](=[C:18]([O:25][CH3:26])[C:19]([O:23][CH3:24])=[CH:20][CH:21]=2)[CH:16]=[C:15]([NH:27][C:28]2[CH:32]=[C:31]([CH3:33])[NH:30][N:29]=2)[N:14]=1. (5) Given the product [CH3:34][C:35]1[CH:36]=[C:37]([NH:38][C:10]([C@H:9]([NH:8][C:6](=[O:7])[O:5][C:1]([CH3:2])([CH3:3])[CH3:4])[C:13]2[CH:18]=[CH:17][CH:16]=[CH:15][CH:14]=2)=[O:12])[CH:39]=[CH:40][C:41]=1[CH3:42], predict the reactants needed to synthesize it. The reactants are: [C:1]([O:5][C:6]([NH:8][C@H:9]([C:13]1[CH:18]=[CH:17][CH:16]=[CH:15][CH:14]=1)[C:10]([OH:12])=O)=[O:7])([CH3:4])([CH3:3])[CH3:2].ClC(OCC(C)C)=O.CN1CCOCC1.[CH3:34][C:35]1[CH:36]=[C:37]([CH:39]=[CH:40][C:41]=1[CH3:42])[NH2:38]. (6) Given the product [CH3:7][C:8]1[CH:13]=[CH:12][C:11]([S:14]([O:6][CH:3]2[CH2:4][CH2:5][O:1][CH2:2]2)(=[O:16])=[O:15])=[CH:10][CH:9]=1, predict the reactants needed to synthesize it. The reactants are: [O:1]1[CH2:5][CH2:4][CH:3]([OH:6])[CH2:2]1.[CH3:7][C:8]1[CH:13]=[CH:12][C:11]([S:14](Cl)(=[O:16])=[O:15])=[CH:10][CH:9]=1.Cl. (7) Given the product [C:1]([C:5]1[CH:6]=[C:7]([NH:27][S:28]([CH3:31])(=[O:29])=[O:30])[C:8]([O:25][CH3:26])=[C:9]([NH:11][C:12]([C:14]2[N:15]([CH3:24])[C:16]3[C:21]([CH:22]=2)=[CH:20][CH:19]=[CH:18][C:17]=3[NH:23][C:38]([N:32]2[CH2:37][CH2:36][O:35][CH2:34][CH2:33]2)=[O:39])=[O:13])[CH:10]=1)([CH3:4])([CH3:2])[CH3:3], predict the reactants needed to synthesize it. The reactants are: [C:1]([C:5]1[CH:6]=[C:7]([NH:27][S:28]([CH3:31])(=[O:30])=[O:29])[C:8]([O:25][CH3:26])=[C:9]([NH:11][C:12]([C:14]2[N:15]([CH3:24])[C:16]3[C:21]([CH:22]=2)=[CH:20][CH:19]=[CH:18][C:17]=3[NH2:23])=[O:13])[CH:10]=1)([CH3:4])([CH3:3])[CH3:2].[N:32]1([C:38](Cl)=[O:39])[CH2:37][CH2:36][O:35][CH2:34][CH2:33]1.C(N(C(C)C)CC)(C)C. (8) Given the product [C:17]([O:1][C:2]1[CH:9]=[CH:8][C:5]([CH2:6][OH:7])=[CH:4][CH:3]=1)(=[O:19])[CH3:18], predict the reactants needed to synthesize it. The reactants are: [OH:1][C:2]1[CH:9]=[CH:8][C:5]([CH2:6][OH:7])=[CH:4][CH:3]=1.C(N(CC)CC)C.[C:17](Cl)(=[O:19])[CH3:18]. (9) Given the product [C:20]([O:19][C:17]([NH:1][CH:2]1[N:8]=[C:7]([CH:9]([CH3:11])[CH3:10])[C:6]2[CH:12]=[CH:13][CH:14]=[CH:15][C:5]=2[NH:4][C:3]1=[O:16])=[O:18])([CH3:23])([CH3:22])[CH3:21], predict the reactants needed to synthesize it. The reactants are: [NH2:1][CH:2]1[N:8]=[C:7]([CH:9]([CH3:11])[CH3:10])[C:6]2[CH:12]=[CH:13][CH:14]=[CH:15][C:5]=2[NH:4][C:3]1=[O:16].[C:17](O[C:17]([O:19][C:20]([CH3:23])([CH3:22])[CH3:21])=[O:18])([O:19][C:20]([CH3:23])([CH3:22])[CH3:21])=[O:18]. (10) Given the product [Cl:34][C:21]1[CH:22]=[C:23]([C:27]2[CH:32]=[CH:31][C:30]([F:33])=[CH:29][CH:28]=2)[CH:24]=[C:25]([Cl:26])[C:20]=1[CH2:19][C@@H:15]1[CH2:12][CH2:8][N:9]([C@H:41]2[CH2:42][CH2:43][C:44]3[C:39](=[CH:38][NH:37][N:36]=3)[CH2:40]2)[C:14]1=[O:35], predict the reactants needed to synthesize it. The reactants are: C([C@@H:8]1[CH2:12]OC(=O)[N:9]1[C:14](=[O:35])[C@H:15]([CH2:19][C:20]1[C:25]([Cl:26])=[CH:24][C:23]([C:27]2[CH:32]=[CH:31][C:30]([F:33])=[CH:29][CH:28]=2)=[CH:22][C:21]=1[Cl:34])CC=O)C1C=CC=CC=1.[NH:36]1[C:44]2[CH2:43][CH2:42][C@H:41](N)[CH2:40][C:39]=2[CH:38]=[N:37]1.C(O[BH-](OC(=O)C)OC(=O)C)(=O)C.[Na+].